This data is from Forward reaction prediction with 1.9M reactions from USPTO patents (1976-2016). The task is: Predict the product of the given reaction. (1) Given the reactants [Cl:1][C:2]1[CH:3]=[N:4][CH:5]=[C:6]([Cl:17])[C:7]=1[N:8]1[CH2:13][CH2:12][CH:11]([C:14]([NH2:16])=[O:15])[CH2:10][CH2:9]1.C1(=O)O[CH:21]=[CH:20]O1, predict the reaction product. The product is: [Cl:1][C:2]1[CH:3]=[N:4][CH:5]=[C:6]([Cl:17])[C:7]=1[N:8]1[CH2:13][CH2:12][CH:11]([C:14]2[O:15][CH:20]=[CH:21][N:16]=2)[CH2:10][CH2:9]1. (2) Given the reactants Cl[C:2]1[C:11]2[CH:10]=[C:9]([O:12][CH3:13])[C:8]3[O:14][CH2:15][O:16][C:7]=3[C:6]=2[N:5]=[CH:4][N:3]=1.Cl[C:18]1[C:27]2[C:22](=[CH:23][C:24]([O:30][CH3:31])=[C:25](OC)[CH:26]=2)N=CN=1, predict the reaction product. The product is: [CH3:13][O:12][C:9]1[CH:10]=[C:11]2[C:6]([N:5]=[CH:4][N:3]=[C:2]2[N:5]2[CH2:4][CH:18]([C:27]3[CH:22]=[CH:23][C:24]([O:30][CH3:31])=[CH:25][CH:26]=3)[CH2:8][CH:7]([OH:16])[CH2:6]2)=[C:7]2[O:16][CH2:15][O:14][C:8]=12.